This data is from Forward reaction prediction with 1.9M reactions from USPTO patents (1976-2016). The task is: Predict the product of the given reaction. (1) Given the reactants [CH3:1][S:2]([C:5]1[CH:10]=[CH:9][C:8]([C:11]2[S:15][C:14]3[CH:16]=[C:17]([OH:20])[CH:18]=[CH:19][C:13]=3[C:12]=2[O:21][C:22]2[CH:27]=[CH:26][C:25]([O:28][CH2:29][CH2:30][N:31]3[CH2:36][CH2:35][CH2:34][CH2:33][CH2:32]3)=[CH:24][CH:23]=2)=[CH:7][CH:6]=1)(=[O:4])=[O:3].[ClH:37], predict the reaction product. The product is: [ClH:37].[CH3:1][S:2]([C:5]1[CH:6]=[CH:7][C:8]([C:11]2[S:15][C:14]3[CH:16]=[C:17]([OH:20])[CH:18]=[CH:19][C:13]=3[C:12]=2[O:21][C:22]2[CH:27]=[CH:26][C:25]([O:28][CH2:29][CH2:30][N:31]3[CH2:36][CH2:35][CH2:34][CH2:33][CH2:32]3)=[CH:24][CH:23]=2)=[CH:9][CH:10]=1)(=[O:3])=[O:4]. (2) Given the reactants Br[C:2]1([CH3:19])[O:6][C:5]([CH3:17])([C:7]23[CH2:16][CH:11]4[CH2:12][CH:13]([CH2:15][CH:9]([CH2:10]4)[CH2:8]2)[CH2:14]3)[O:4][C:3]1=[O:18].C1CCN2C(=NCCC2)CC1, predict the reaction product. The product is: [CH2:19]=[C:2]1[O:6][C:5]([C:7]23[CH2:14][CH:13]4[CH2:15][CH:9]([CH2:10][CH:11]([CH2:12]4)[CH2:16]2)[CH2:8]3)([CH3:17])[O:4][C:3]1=[O:18]. (3) Given the reactants C([O:5][C:6]([C:8]1[C:9]([C:14]2[CH:19]=[CH:18][C:17]([CH2:20][C:21]([O:23][CH3:24])=[O:22])=[CH:16][C:15]=2[Cl:25])=[N:10][O:11][C:12]=1[CH3:13])=[O:7])(C)(C)C, predict the reaction product. The product is: [Cl:25][C:15]1[CH:16]=[C:17]([CH2:20][C:21]([O:23][CH3:24])=[O:22])[CH:18]=[CH:19][C:14]=1[C:9]1[C:8]([C:6]([OH:7])=[O:5])=[C:12]([CH3:13])[O:11][N:10]=1. (4) Given the reactants [Br:1][C:2]1[C:11]2[C:10]([CH3:13])([CH3:12])[CH2:9][CH:8]=[C:7]([CH:14]([CH3:16])[CH3:15])[C:6]=2[CH:5]=[C:4](/[C:17](/[CH2:30][CH3:31])=[C:18](/[F:29])\[CH:19]=[CH:20]\[C:21](\[CH3:28])=[CH:22]\[C:23]([O:25]CC)=[O:24])[C:3]=1[O:32][CH2:33][CH3:34].[OH-].[Na+], predict the reaction product. The product is: [Br:1][C:2]1[C:11]2[C:10]([CH3:12])([CH3:13])[CH2:9][CH:8]=[C:7]([CH:14]([CH3:15])[CH3:16])[C:6]=2[CH:5]=[C:4](/[C:17](/[CH2:30][CH3:31])=[C:18](/[F:29])\[CH:19]=[CH:20]\[C:21](\[CH3:28])=[CH:22]\[C:23]([OH:25])=[O:24])[C:3]=1[O:32][CH2:33][CH3:34]. (5) Given the reactants Cl[C:2]1[CH:3]=[C:4]([C:9]2[N:13]3[CH:14]=[CH:15][C:16]([C:19]([OH:22])([CH3:21])[CH3:20])=[C:17]([F:18])[C:12]3=[N:11][CH:10]=2)[CH:5]=[CH:6][C:7]=1[F:8].[Cl:23][C:24]1[CH:25]=[C:26](B(O)O)[CH:27]=[CH:28][CH:29]=1, predict the reaction product. The product is: [Cl:23][C:24]1[CH:29]=[C:28]([C:2]2[CH:3]=[C:4]([C:9]3[N:13]4[CH:14]=[CH:15][C:16]([C:19]([OH:22])([CH3:21])[CH3:20])=[C:17]([F:18])[C:12]4=[N:11][CH:10]=3)[CH:5]=[CH:6][C:7]=2[F:8])[CH:27]=[CH:26][CH:25]=1. (6) Given the reactants [C:1](=[N:4][OH:5])([NH2:3])[CH3:2].C[O-].[Na+].[C@:9]12([C:22](OCC)=O)[CH2:14][C@H:13]1[CH2:12][N:11]([C:15]([O:17][C:18]([CH3:21])([CH3:20])[CH3:19])=[O:16])[CH2:10]2, predict the reaction product. The product is: [CH3:2][C:1]1[N:3]=[C:22]([C@:9]23[CH2:14][C@H:13]2[CH2:12][N:11]([C:15]([O:17][C:18]([CH3:21])([CH3:20])[CH3:19])=[O:16])[CH2:10]3)[O:5][N:4]=1. (7) Given the reactants [Cl:1][C:2]1[CH:3]=[C:4]([C:8]2[N:13]=[C:12]([C:14]([OH:16])=O)[CH:11]=[CH:10][C:9]=2[CH:17]2[CH2:19][CH2:18]2)[CH:5]=[CH:6][CH:7]=1.[CH3:20][C:21]([CH3:29])([C:23]1[N:27]=[C:26]([CH3:28])[O:25][N:24]=1)[NH2:22], predict the reaction product. The product is: [CH3:20][C:21]([NH:22][C:14]([C:12]1[CH:11]=[CH:10][C:9]([CH:17]2[CH2:19][CH2:18]2)=[C:8]([C:4]2[CH:5]=[CH:6][CH:7]=[C:2]([Cl:1])[CH:3]=2)[N:13]=1)=[O:16])([C:23]1[N:27]=[C:26]([CH3:28])[O:25][N:24]=1)[CH3:29].